Predict the reaction yield, written as a fraction of the theoretical maximum amount of product (1.0 means a 100% yield; for example, 0.34 means a 34% yield). From a dataset of Reaction yield outcomes from USPTO patents with 853,638 reactions. (1) The reactants are I[CH2:2][C@@H:3]([CH3:16])[CH2:4][N:5]1[C:14]2[C:9](=[CH:10][CH:11]=[CH:12][CH:13]=2)[CH2:8][CH2:7][C:6]1=[O:15].[CH2:17]([CH:21]1[CH2:26][CH2:25][NH:24][CH2:23][CH2:22]1)[CH2:18][CH2:19][CH3:20]. The catalyst is CC#N. The product is [CH2:17]([CH:21]1[CH2:26][CH2:25][N:24]([CH2:2][C@@H:3]([CH3:16])[CH2:4][N:5]2[C:14]3[C:9](=[CH:10][CH:11]=[CH:12][CH:13]=3)[CH2:8][CH2:7][C:6]2=[O:15])[CH2:23][CH2:22]1)[CH2:18][CH2:19][CH3:20]. The yield is 0.540. (2) The reactants are [F:1][C:2]1[CH:3]=[C:4]([C:8]2[C:12]([C:13]([OH:15])=O)=[C:11]([CH3:16])[O:10][N:9]=2)[CH:5]=[CH:6][CH:7]=1.Cl.C(N=C=NCCCN(C)C)C.OC1C2N=NNC=2C=CC=1.[N:39]1([C:45]2[CH:50]=[CH:49][C:48]([OH:51])=[CH:47][CH:46]=2)[CH2:44][CH2:43][NH:42][CH2:41][CH2:40]1. No catalyst specified. The product is [F:1][C:2]1[CH:3]=[C:4]([C:8]2[C:12]([C:13]([N:42]3[CH2:41][CH2:40][N:39]([C:45]4[CH:46]=[CH:47][C:48]([OH:51])=[CH:49][CH:50]=4)[CH2:44][CH2:43]3)=[O:15])=[C:11]([CH3:16])[O:10][N:9]=2)[CH:5]=[CH:6][CH:7]=1. The yield is 0.690. (3) The reactants are [CH3:1][N:2]1[C:6]([CH3:7])=[CH:5][C:4]([NH:8][C:9]2[C:14](=[O:15])[N:13]([CH3:16])[CH:12]=[C:11]([C:17]3[C:22]([CH:23]=[O:24])=[C:21]([N:25]4[CH:37]=[CH:36][C:35]5[N:34]6[C:29]([CH2:30][CH2:31][CH2:32][CH2:33]6)=[CH:28][C:27]=5[C:26]4=[O:38])[N:20]=[CH:19][CH:18]=3)[CH:10]=2)=[N:3]1.[BH4-].[Na+]. The catalyst is CO. The product is [CH3:1][N:2]1[C:6]([CH3:7])=[CH:5][C:4]([NH:8][C:9]2[C:14](=[O:15])[N:13]([CH3:16])[CH:12]=[C:11]([C:17]3[CH:18]=[CH:19][N:20]=[C:21]([N:25]4[CH:37]=[CH:36][C:35]5[N:34]6[C:29]([CH2:30][CH2:31][CH2:32][CH2:33]6)=[CH:28][C:27]=5[C:26]4=[O:38])[C:22]=3[CH2:23][OH:24])[CH:10]=2)=[N:3]1. The yield is 0.480. (4) The reactants are [OH-].[K+].[Br:3][C:4]1[CH:13]=[C:12]2[C:7]([C:8]([CH3:16])([CH3:15])[CH2:9][C:10](=[O:14])[NH:11]2)=[CH:6][C:5]=1[CH3:17].[CH3:18]I.O. The catalyst is CS(C)=O. The product is [Br:3][C:4]1[CH:13]=[C:12]2[C:7]([C:8]([CH3:15])([CH3:16])[CH2:9][C:10](=[O:14])[N:11]2[CH3:18])=[CH:6][C:5]=1[CH3:17]. The yield is 0.990.